The task is: Predict the reactants needed to synthesize the given product.. This data is from Full USPTO retrosynthesis dataset with 1.9M reactions from patents (1976-2016). (1) Given the product [Br:1][C:2]1[N:7]=[C:6]([N:8]([CH3:28])[N:9]=[C:10]2[CH2:17][CH:16]3[N:18]([C:19]([O:21][C:22]([CH3:25])([CH3:24])[CH3:23])=[O:20])[CH:12]([CH2:13][CH2:14][CH2:15]3)[CH2:11]2)[CH:5]=[CH:4][CH:3]=1, predict the reactants needed to synthesize it. The reactants are: [Br:1][C:2]1[N:7]=[C:6]([NH:8][N:9]=[C:10]2[CH2:17][CH:16]3[N:18]([C:19]([O:21][C:22]([CH3:25])([CH3:24])[CH3:23])=[O:20])[CH:12]([CH2:13][CH2:14][CH2:15]3)[CH2:11]2)[CH:5]=[CH:4][CH:3]=1.[H-].[Na+].[CH3:28]I.O. (2) Given the product [S:1]1[CH:5]=[C:4]([CH2:6][O:7][C:8]2[N:9]=[CH:10][C:11]([C:14]([OH:16])=[O:15])=[N:12][CH:13]=2)[N:3]=[CH:2]1, predict the reactants needed to synthesize it. The reactants are: [S:1]1[CH:5]=[C:4]([CH2:6][O:7][C:8]2[N:9]=[CH:10][C:11]([C:14]([O:16]C)=[O:15])=[N:12][CH:13]=2)[N:3]=[CH:2]1.[OH-].[Na+].Cl. (3) Given the product [C:31]([NH:1][C@@H:2]1[CH2:7][CH2:6][CH2:5][CH2:4][C@@H:3]1[NH:8][C:9]1[C:18]2[C:13](=[CH:14][CH:15]=[C:16]([CH3:19])[CH:17]=2)[N:12]=[C:11]([C:20]([NH:22][CH2:23][CH2:24][O:25][CH3:26])=[O:21])[N:10]=1)(=[NH:33])[CH3:32], predict the reactants needed to synthesize it. The reactants are: [NH2:1][C@@H:2]1[CH2:7][CH2:6][CH2:5][CH2:4][C@@H:3]1[NH:8][C:9]1[C:18]2[C:13](=[CH:14][CH:15]=[C:16]([CH3:19])[CH:17]=2)[N:12]=[C:11]([C:20]([NH:22][CH2:23][CH2:24][O:25][CH3:26])=[O:21])[N:10]=1.Cl.C(O[C:31](=[NH:33])[CH3:32])C.C(N(CC)CC)C.